This data is from Peptide-MHC class II binding affinity with 134,281 pairs from IEDB. The task is: Regression. Given a peptide amino acid sequence and an MHC pseudo amino acid sequence, predict their binding affinity value. This is MHC class II binding data. (1) The peptide sequence is QLIYPLISPSFLVYS. The MHC is DRB1_1501 with pseudo-sequence DRB1_1501. The binding affinity (normalized) is 0.842. (2) The MHC is DRB1_0404 with pseudo-sequence DRB1_0404. The peptide sequence is NRRLRTAVLAPTRVVAA. The binding affinity (normalized) is 0.